This data is from Forward reaction prediction with 1.9M reactions from USPTO patents (1976-2016). The task is: Predict the product of the given reaction. (1) The product is: [NH2:36][C@H:31]1[CH2:32][C@@H:33]([CH3:35])[CH2:34][C@@H:29]([C:28]2[CH:27]=[CH:26][N:25]=[CH:24][C:23]=2[NH:22][C:20](=[O:21])[C:18]2[CH:17]=[CH:16][C:15]([F:44])=[C:14]([C:3]3[C:2]([F:1])=[CH:7][C:6]([C@@H:8]4[CH2:12][CH2:11][O:10][CH2:9]4)=[CH:5][C:4]=3[F:13])[N:19]=2)[CH2:30]1.[NH2:36][C@H:31]1[CH2:32][C@@H:33]([CH3:35])[CH2:34][C@@H:29]([C:28]2[CH:27]=[CH:26][N:25]=[CH:24][C:23]=2[NH:22][C:20](=[O:21])[C:18]2[CH:17]=[CH:16][C:15]([F:44])=[C:14]([C:3]3[C:2]([F:1])=[CH:7][C:6]([C@H:8]4[CH2:12][CH2:11][O:10][CH2:9]4)=[CH:5][C:4]=3[F:13])[N:19]=2)[CH2:30]1. Given the reactants [F:1][C:2]1[CH:7]=[C:6]([CH:8]2[CH2:12][CH2:11][O:10][CH2:9]2)[CH:5]=[C:4]([F:13])[C:3]=1[C:14]1[N:19]=[C:18]([C:20]([NH:22][C:23]2[CH:24]=[N:25][CH:26]=[CH:27][C:28]=2[C@@H:29]2[CH2:34][C@H:33]([CH3:35])[CH2:32][C@H:31]([NH:36]C(=O)OC(C)(C)C)[CH2:30]2)=[O:21])[CH:17]=[CH:16][C:15]=1[F:44].C(O)(C(F)(F)F)=O, predict the reaction product. (2) The product is: [Si:13]([O:12][CH2:11][CH2:10][CH2:9][O:8][C:7]1[CH:6]=[CH:5][C:4]([C:20]2[CH:25]=[CH:24][C:23]([C:26]([O:28][CH2:29][CH3:30])=[O:27])=[C:22]([C:39]3[CH:38]=[CH:37][C:36]([N:31]4[CH2:32][CH2:33][CH2:34][CH2:35]4)=[CH:41][CH:40]=3)[CH:21]=2)=[CH:3][CH:2]=1)([C:16]([CH3:19])([CH3:18])[CH3:17])([CH3:15])[CH3:14]. Given the reactants Br[C:2]1[CH:3]=[C:4]([C:20]2[CH:25]=[CH:24][C:23]([C:26]([O:28][CH2:29][CH3:30])=[O:27])=[CH:22][CH:21]=2)[CH:5]=[CH:6][C:7]=1[O:8][CH2:9][CH2:10][CH2:11][O:12][Si:13]([C:16]([CH3:19])([CH3:18])[CH3:17])([CH3:15])[CH3:14].[N:31]1([C:36]2[CH:41]=[CH:40][C:39](B(O)O)=[CH:38][CH:37]=2)[CH2:35][CH2:34][CH2:33][CH2:32]1.C(=O)([O-])[O-].[K+].[K+].[Si](OCCCOC1C=CC(C2C=CC(C(OCC)=O)=CC=2)=CC=1C1C=CC(N2CCCC2)=CC=1)(C(C)(C)C)(C)C, predict the reaction product. (3) Given the reactants [CH2:1]([C:5]1[CH:11]=[CH:10][C:8]([NH2:9])=[CH:7][CH:6]=1)[CH2:2][CH2:3][CH3:4].N1C=CC=CC=1.[Br:18][C:19]1[CH:27]=[CH:26][C:25]([S:28](Cl)(=[O:30])=[O:29])=[CH:24][C:20]=1[C:21]([OH:23])=[O:22], predict the reaction product. The product is: [Br:18][C:19]1[CH:27]=[CH:26][C:25]([S:28](=[O:30])(=[O:29])[NH:9][C:8]2[CH:7]=[CH:6][C:5]([CH2:1][CH2:2][CH2:3][CH3:4])=[CH:11][CH:10]=2)=[CH:24][C:20]=1[C:21]([OH:23])=[O:22]. (4) Given the reactants [C:1]([O:14][C@H:15]([CH2:41][O:42][C:43](=[O:55])[CH2:44][CH2:45][CH2:46][CH2:47][CH2:48][CH2:49][CH2:50][CH2:51][CH2:52][CH2:53][CH3:54])[CH2:16][S:17][CH2:18][C@@H:19]([C:38](O)=[O:39])[NH:20][C:21](=[O:37])[O:22][CH2:23][CH:24]1[C:36]2[CH:35]=[CH:34][CH:33]=[CH:32][C:31]=2[C:30]2[C:25]1=[CH:26][CH:27]=[CH:28][CH:29]=2)(=[O:13])[CH2:2][CH2:3][CH2:4][CH2:5][CH2:6][CH2:7][CH2:8][CH2:9][CH2:10][CH2:11][CH3:12].CCN(C(C)C)C(C)C.CCN=C=NCCCN(C)C.C1C=CC2N(O)N=NC=2C=1.Cl.[NH2:87][CH2:88][CH2:89][CH2:90][CH2:91][CH2:92][C:93]([O:95][CH2:96][C:97]1[CH:102]=[CH:101][CH:100]=[CH:99][CH:98]=1)=[O:94], predict the reaction product. The product is: [C:43]([O:42][CH2:41][C@@H:15]([O:14][C:1](=[O:13])[CH2:2][CH2:3][CH2:4][CH2:5][CH2:6][CH2:7][CH2:8][CH2:9][CH2:10][CH2:11][CH3:12])[CH2:16][S:17][CH2:18][C@H:19]([NH:20][C:21]([O:22][CH2:23][CH:24]1[C:36]2[CH:35]=[CH:34][CH:33]=[CH:32][C:31]=2[C:30]2[C:25]1=[CH:26][CH:27]=[CH:28][CH:29]=2)=[O:37])[C:38]([NH:87][CH2:88][CH2:89][CH2:90][CH2:91][CH2:92][C:93]([O:95][CH2:96][C:97]1[CH:102]=[CH:101][CH:100]=[CH:99][CH:98]=1)=[O:94])=[O:39])(=[O:55])[CH2:44][CH2:45][CH2:46][CH2:47][CH2:48][CH2:49][CH2:50][CH2:51][CH2:52][CH2:53][CH3:54].